Dataset: Peptide-MHC class II binding affinity with 134,281 pairs from IEDB. Task: Regression. Given a peptide amino acid sequence and an MHC pseudo amino acid sequence, predict their binding affinity value. This is MHC class II binding data. The peptide sequence is TFAATHNPWASQAG. The MHC is DRB4_0101 with pseudo-sequence DRB4_0103. The binding affinity (normalized) is 0.205.